Dataset: Catalyst prediction with 721,799 reactions and 888 catalyst types from USPTO. Task: Predict which catalyst facilitates the given reaction. (1) Reactant: [C:1]([O:5][C:6](=[O:26])[N:7]([CH2:9][C:10]1[CH:14]=[C:13](Br)[N:12]([S:16]([C:19]2[CH:20]=[N:21][C:22]([CH3:25])=[CH:23][CH:24]=2)(=[O:18])=[O:17])[CH:11]=1)[CH3:8])([CH3:4])([CH3:3])[CH3:2].[F:27][C:28]1[C:33](B(O)O)=[CH:32][CH:31]=[CH:30][N:29]=1.C(=O)([O-])[O-].[Na+].[Na+]. Product: [C:1]([O:5][C:6](=[O:26])[N:7]([CH2:9][C:10]1[CH:14]=[C:13]([C:33]2[C:28]([F:27])=[N:29][CH:30]=[CH:31][CH:32]=2)[N:12]([S:16]([C:19]2[CH:20]=[N:21][C:22]([CH3:25])=[CH:23][CH:24]=2)(=[O:18])=[O:17])[CH:11]=1)[CH3:8])([CH3:4])([CH3:3])[CH3:2]. The catalyst class is: 108. (2) The catalyst class is: 4. Product: [NH:8]1[CH2:13][CH2:12][CH:11]([C:14]2[CH:15]=[CH:16][C:17]([NH:20][C:21]([C:23]3[N:24]=[C:25]([C:32]4[CH:37]=[CH:36][CH:35]=[CH:34][CH:33]=4)[O:26][C:27]=3[C:28]([F:29])([F:30])[F:31])=[O:22])=[CH:18][CH:19]=2)[CH2:10][CH2:9]1. Reactant: C(OC([N:8]1[CH2:13][CH2:12][CH:11]([C:14]2[CH:19]=[CH:18][C:17]([NH:20][C:21]([C:23]3[N:24]=[C:25]([C:32]4[CH:37]=[CH:36][CH:35]=[CH:34][CH:33]=4)[O:26][C:27]=3[C:28]([F:31])([F:30])[F:29])=[O:22])=[CH:16][CH:15]=2)[CH2:10][CH2:9]1)=O)(C)(C)C.FC(F)(F)C(O)=O. (3) Reactant: [F:1][C:2]([P:8](C(F)(F)C(F)(F)F)[C:9]([F:15])([F:14])[C:10]([F:13])([F:12])[F:11])([F:7])[C:3]([F:6])([F:5])[F:4].[OH-].[K+].P(Cl)(Cl)(Cl)(Cl)[Cl:26]. Product: [P:8]([Cl:26])([C:9]([C:10]([F:13])([F:12])[F:11])([F:15])[F:14])[C:2]([C:3]([F:6])([F:5])[F:4])([F:7])[F:1]. The catalyst class is: 149. (4) Reactant: [Cl:1][C:2]1[CH:3]=[C:4](N2C=NC(COS(C)(=O)=O)=N2)[CH:5]=[CH:6][CH:7]=1.C(=O)([O-])[O-].[K+].[K+].[CH:25]1([N:28]2[C:32]([C:33]3[CH:38]=[CH:37][N:36]=[CH:35][CH:34]=3)=[N:31][NH:30][C:29]2=[S:39])[CH2:27][CH2:26]1. Product: [Cl:1][C:2]1[CH:3]=[C:4]([SH:39]([CH2:33][C:32]2[N:28]=[CH:29][NH:30][N:31]=2)[C:29]2[N:28]([CH:25]3[CH2:27][CH2:26]3)[C:32]([C:33]3[CH:38]=[CH:37][N:36]=[CH:35][CH:34]=3)=[N:31][N:30]=2)[CH:5]=[CH:6][CH:7]=1. The catalyst class is: 290. (5) Reactant: C(O[C:9]([N:11]([CH2:13][C:14]([O:16][C@H:17]([CH3:54])[CH2:18][N:19]1[C:23]([CH3:24])=[C:22]([C:25](=[O:46])[NH:26][C:27]2[CH:32]=[CH:31][C:30]([O:33][C:34]3[C:43]4[C:38](=[CH:39][C:40]([O:44][CH3:45])=[CH:41][CH:42]=4)[N:37]=[CH:36][CH:35]=3)=[CH:29][N:28]=2)[C:21](=[O:47])[N:20]1[C:48]1[CH:53]=[CH:52][CH:51]=[CH:50][CH:49]=1)=[O:15])C)=O)C1C=CC=CC=1. The catalyst class is: 19. Product: [CH3:9][NH:11][CH2:13][C:14]([O:16][C@H:17]([CH3:54])[CH2:18][N:19]1[C:23]([CH3:24])=[C:22]([C:25](=[O:46])[NH:26][C:27]2[CH:32]=[CH:31][C:30]([O:33][C:34]3[C:43]4[C:38](=[CH:39][C:40]([O:44][CH3:45])=[CH:41][CH:42]=4)[N:37]=[CH:36][CH:35]=3)=[CH:29][N:28]=2)[C:21](=[O:47])[N:20]1[C:48]1[CH:49]=[CH:50][CH:51]=[CH:52][CH:53]=1)=[O:15].